The task is: Predict which catalyst facilitates the given reaction.. This data is from Catalyst prediction with 721,799 reactions and 888 catalyst types from USPTO. (1) Reactant: [CH3:1][C:2]([O:5][C:6]([N:8]1[CH2:14][C:13]2[CH:15]=[C:16](B(O)O)[CH:17]=[CH:18][C:12]=2[O:11][CH2:10][CH2:9]1)=[O:7])([CH3:4])[CH3:3].Br[C:23]1[CH:29]=[CH:28][C:26]([NH2:27])=[C:25]([N+:30]([O-:32])=[O:31])[CH:24]=1.O1CCOCC1.CCN(C(C)C)C(C)C. Product: [NH2:27][C:26]1[CH:28]=[CH:29][C:23]([C:16]2[CH:17]=[CH:18][C:12]3[O:11][CH2:10][CH2:9][N:8]([C:6]([O:5][C:2]([CH3:4])([CH3:3])[CH3:1])=[O:7])[CH2:14][C:13]=3[CH:15]=2)=[CH:24][C:25]=1[N+:30]([O-:32])=[O:31]. The catalyst class is: 6. (2) Reactant: C(O[C:5](=[O:7])[CH3:6])(=O)C.[CH2:8]([C:10]1[CH:16]=[CH:15][C:13]([NH2:14])=[CH:12][CH:11]=1)[CH3:9]. Product: [CH2:8]([C:10]1[CH:16]=[CH:15][C:13]([NH:14][C:5](=[O:7])[CH3:6])=[CH:12][CH:11]=1)[CH3:9]. The catalyst class is: 17. (3) Reactant: [CH3:1][C:2]1[C:10]2[C:5](=[C:6]([CH3:11])[CH:7]=[CH:8][CH:9]=2)[NH:4][C:3]=1[C:12](OCC)=[O:13].[H-].[H-].[H-].[H-].[Li+].[Al+3]. Product: [CH3:1][C:2]1[C:10]2[C:5](=[C:6]([CH3:11])[CH:7]=[CH:8][CH:9]=2)[NH:4][C:3]=1[CH2:12][OH:13]. The catalyst class is: 1. (4) The catalyst class is: 9. Product: [CH3:17][O:3][C:4]1[CH:5]=[C:6]([CH:14]=[O:15])[C:7]2[C:12]([CH:13]=1)=[CH:11][CH:10]=[CH:9][CH:8]=2. Reactant: [H-].[Na+].[OH:3][C:4]1[CH:5]=[C:6]([CH:14]=[O:15])[C:7]2[C:12]([CH:13]=1)=[CH:11][CH:10]=[CH:9][CH:8]=2.I[CH3:17].[Cl-].[NH4+]. (5) Reactant: [CH3:1][O:2][C:3]1[CH:4]=[C:5]([CH3:13])[C:6]([C:11]#[N:12])=[N:7][C:8]=1[O:9][CH3:10].Cl. Product: [CH3:1][O:2][C:3]1[CH:4]=[C:5]([CH3:13])[C:6]([CH2:11][NH2:12])=[N:7][C:8]=1[O:9][CH3:10]. The catalyst class is: 105. (6) Reactant: [Cl:1][C:2]1[N:10]=[C:9]2[C:5]([N:6]=[CH:7][N:8]2[CH:11]([CH3:13])[CH3:12])=[C:4](Cl)[N:3]=1.[CH3:15][O:16][C:17]1[C:24]([O:25][CH3:26])=[CH:23][CH:22]=[CH:21][C:18]=1[CH2:19][NH2:20]. Product: [Cl:1][C:2]1[N:10]=[C:9]2[C:5]([N:6]=[CH:7][N:8]2[CH:11]([CH3:13])[CH3:12])=[C:4]([NH:20][CH2:19][C:18]2[CH:21]=[CH:22][CH:23]=[C:24]([O:25][CH3:26])[C:17]=2[O:16][CH3:15])[N:3]=1. The catalyst class is: 66. (7) Product: [NH2:5][C:4]1[C:3]2[C:2](=[C:9]([F:10])[C:8]([C:11]3[CH:16]=[CH:15][C:14]([NH:17][C:18]([O:20][C:21]([CH3:24])([CH3:23])[CH3:22])=[O:19])=[CH:13][CH:12]=3)=[CH:7][CH:6]=2)[NH:27][N:26]=1. Reactant: F[C:2]1[C:9]([F:10])=[C:8]([C:11]2[CH:16]=[CH:15][C:14]([NH:17][C:18]([O:20][C:21]([CH3:24])([CH3:23])[CH3:22])=[O:19])=[CH:13][CH:12]=2)[CH:7]=[CH:6][C:3]=1[C:4]#[N:5].O.[NH2:26][NH2:27]. The catalyst class is: 8. (8) Product: [Cl:1][C:2]1[C:3]([C:11]([F:12])([F:13])[F:14])=[C:4]([CH2:5][OH:6])[CH:8]=[CH:9][CH:10]=1. The catalyst class is: 1. Reactant: [Cl:1][C:2]1[C:3]([C:11]([F:14])([F:13])[F:12])=[C:4]([CH:8]=[CH:9][CH:10]=1)[C:5](O)=[O:6].